Predict the reaction yield, written as a fraction of the theoretical maximum amount of product (1.0 means a 100% yield; for example, 0.34 means a 34% yield). From a dataset of Reaction yield outcomes from USPTO patents with 853,638 reactions. The yield is 0.890. The product is [Br:13][C:14]1[C:15]([CH3:21])=[C:16]([NH:17][C:9](=[O:11])[CH2:8][C:3]2[C:2]([Cl:1])=[CH:7][CH:6]=[CH:5][N:4]=2)[CH:18]=[CH:19][CH:20]=1. The reactants are [Cl:1][C:2]1[C:3]([CH2:8][C:9]([O-:11])=O)=[N:4][CH:5]=[CH:6][CH:7]=1.[Na+].[Br:13][C:14]1[C:15]([CH3:21])=[C:16]([CH:18]=[CH:19][CH:20]=1)[NH2:17].CCN(C(C)C)C(C)C.CN(C(ON1N=NC2C=CC=NC1=2)=[N+](C)C)C.F[P-](F)(F)(F)(F)F. The catalyst is CN(C=O)C.CCOC(C)=O.